This data is from Reaction yield outcomes from USPTO patents with 853,638 reactions. The task is: Predict the reaction yield, written as a fraction of the theoretical maximum amount of product (1.0 means a 100% yield; for example, 0.34 means a 34% yield). (1) The reactants are Br[C:2]1[CH:3]=[CH:4][C:5]2[C:6]3[CH2:15][N:14]([C:16]([O:18][C:19]([CH3:22])([CH3:21])[CH3:20])=[O:17])[CH2:13][CH2:12][C:7]=3[N:8]([CH3:11])[C:9]=2[CH:10]=1.[Cl:23][C:24]1[CH:38]=[CH:37][C:27]([CH2:28][O:29][C:30]2[CH:35]=[CH:34][NH:33][C:32](=[O:36])[CH:31]=2)=[CH:26][CH:25]=1. No catalyst specified. The product is [Cl:23][C:24]1[CH:38]=[CH:37][C:27]([CH2:28][O:29][C:30]2[CH:35]=[CH:34][N:33]([C:2]3[CH:3]=[CH:4][C:5]4[C:6]5[CH2:15][N:14]([C:16]([O:18][C:19]([CH3:22])([CH3:21])[CH3:20])=[O:17])[CH2:13][CH2:12][C:7]=5[N:8]([CH3:11])[C:9]=4[CH:10]=3)[C:32](=[O:36])[CH:31]=2)=[CH:26][CH:25]=1. The yield is 0.500. (2) No catalyst specified. The yield is 1.04. The product is [ClH:16].[NH:5]1[CH2:6][CH2:7][CH2:8][C@H:4]1[C:1]([NH2:2])=[O:3]. The reactants are [C:1]([C@@H:4]1[CH2:8][CH2:7][CH2:6][N:5]1C(OC(C)(C)C)=O)(=[O:3])[NH2:2].[ClH:16].O1CCOCC1. (3) The reactants are CN1CCOCC1.C(OC(Cl)=O)C(C)C.[F:16][C:17]1[N:22]=[C:21]([C:23]([OH:25])=O)[CH:20]=[CH:19][CH:18]=1.Cl.[CH3:27][O:28][NH:29][CH3:30]. The catalyst is C(Cl)Cl. The product is [CH3:27][O:28][N:29]([CH3:30])[C:23]([C:21]1[CH:20]=[CH:19][CH:18]=[C:17]([F:16])[N:22]=1)=[O:25]. The yield is 0.180. (4) The reactants are Br[C:2]1[C:6]2=[N:7][CH:8]=[CH:9][C:10]([Cl:11])=[C:5]2[S:4][CH:3]=1.[F:12][C:13]1[CH:18]=[CH:17][C:16](B(O)O)=[CH:15][CH:14]=1.O1CCOCC1.[O-]P([O-])([O-])=O.[K+].[K+].[K+]. The catalyst is O.C1C=CC(P(C2C=CC=CC=2)[C-]2C=CC=C2)=CC=1.C1C=CC(P(C2C=CC=CC=2)[C-]2C=CC=C2)=CC=1.Cl[Pd]Cl.[Fe+2].C(Cl)Cl. The product is [Cl:11][C:10]1[CH:9]=[CH:8][N:7]=[C:6]2[C:2]([C:16]3[CH:17]=[CH:18][C:13]([F:12])=[CH:14][CH:15]=3)=[CH:3][S:4][C:5]=12. The yield is 0.490. (5) The reactants are [NH2:1][C:2]1[N:7]=[C:6]([O:8]C)[C:5]([C:10]([OH:12])=O)=[CH:4][C:3]=1[Cl:13].[C:14](N1C=CN=C1)(N1C=CN=C1)=O.[NH2:26][CH2:27][CH:28]1[CH2:33][CH2:32][N:31]([C:34](OC(C)(C)C)=O)[CH2:30][CH2:29]1.O. The catalyst is CN(C)C=O. The product is [NH2:1][C:2]1[NH:7][C:6](=[O:8])[C:5]([C:10]([NH:26][CH2:27][CH:28]2[CH2:29][CH2:30][N:31]([CH2:34][CH3:14])[CH2:32][CH2:33]2)=[O:12])=[CH:4][C:3]=1[Cl:13]. The yield is 0.710. (6) The reactants are C(O)(C(F)(F)F)=O.[F:8][C:9]1[CH:10]=[C:11]([NH:32]C(=O)OC(C)(C)C)[CH:12]=[CH:13][C:14]=1[O:15][C:16]1[CH:21]=[CH:20][N:19]=[C:18]2[CH:22]=[C:23]([C:25]3[CH2:26][CH2:27][N:28]([CH3:31])[CH2:29][CH:30]=3)[S:24][C:17]=12. No catalyst specified. The product is [F:8][C:9]1[CH:10]=[C:11]([CH:12]=[CH:13][C:14]=1[O:15][C:16]1[CH:21]=[CH:20][N:19]=[C:18]2[CH:22]=[C:23]([C:25]3[CH2:26][CH2:27][N:28]([CH3:31])[CH2:29][CH:30]=3)[S:24][C:17]=12)[NH2:32]. The yield is 0.480.